This data is from TCR-epitope binding with 47,182 pairs between 192 epitopes and 23,139 TCRs. The task is: Binary Classification. Given a T-cell receptor sequence (or CDR3 region) and an epitope sequence, predict whether binding occurs between them. (1) The epitope is LLFNKVTLA. Result: 0 (the TCR does not bind to the epitope). The TCR CDR3 sequence is CASSRTQGPNTDTQYF. (2) The TCR CDR3 sequence is CASSLAVAAGGSDGEQYF. Result: 0 (the TCR does not bind to the epitope). The epitope is QIKVRVKMV. (3) The epitope is YYRRATRRIR. The TCR CDR3 sequence is CASSQEEAGELFF. Result: 1 (the TCR binds to the epitope). (4) The epitope is FADDLNQLTGY. The TCR CDR3 sequence is CASSYRATEAFF. Result: 1 (the TCR binds to the epitope). (5) The epitope is NEGVKAAW. The TCR CDR3 sequence is CASSIVQGPYNEQFF. Result: 1 (the TCR binds to the epitope).